From a dataset of Catalyst prediction with 721,799 reactions and 888 catalyst types from USPTO. Predict which catalyst facilitates the given reaction. (1) Reactant: Cl[C:2]1[N:7]=[C:6]([NH:8][CH:9]2[CH2:14][CH2:13][O:12][CH2:11][CH2:10]2)[C:5]([N+:15]([O-:17])=[O:16])=[CH:4][CH:3]=1.[OH-:18].[K+]. Product: [N+:15]([C:5]1[CH:4]=[CH:3][C:2]([OH:18])=[N:7][C:6]=1[NH:8][CH:9]1[CH2:14][CH2:13][O:12][CH2:11][CH2:10]1)([O-:17])=[O:16]. The catalyst class is: 12. (2) Reactant: [C:1]([O:5][C:6](=[O:20])[NH:7][C@@H:8]1[C:14](=O)[NH:13][C:12]2[CH:16]=[CH:17][CH:18]=[CH:19]C=2NC1)([CH3:4])([CH3:3])[CH3:2].[C:21]([O-])([O-])=O.[Cs+].[Cs+].CI.[CH3:29][N:30]([CH:32]=[O:33])[CH3:31]. Product: [C:1]([O:5][C:6](=[O:20])[NH:7][C@@H:8]1[C:32](=[O:33])[N:30]([CH3:31])[C:29]2[CH:19]=[CH:18][CH:17]=[CH:16][C:12]=2[N:13]([CH3:21])[CH2:14]1)([CH3:2])([CH3:3])[CH3:4]. The catalyst class is: 25. (3) The catalyst class is: 24. Product: [NH2:11][C:12]1[CH:17]=[CH:16][N:15]2[N:18]=[CH:19][C:20]([CH:21]=[N:22][N:23]([CH3:37])[S:24]([C:27]3[CH:32]=[C:31]([N+:33]([O-:35])=[O:34])[CH:30]=[CH:29][C:28]=3[CH3:36])(=[O:25])=[O:26])=[C:14]2[CH:13]=1. Reactant: C([O-])([O-])=O.[Na+].[Na+].FC(F)(F)C([NH:11][C:12]1[CH:17]=[CH:16][N:15]2[N:18]=[CH:19][C:20]([CH:21]=[N:22][N:23]([CH3:37])[S:24]([C:27]3[CH:32]=[C:31]([N+:33]([O-:35])=[O:34])[CH:30]=[CH:29][C:28]=3[CH3:36])(=[O:26])=[O:25])=[C:14]2[CH:13]=1)=O. (4) Reactant: [N+:1]([CH2:4][CH:5]1[C:12]2[CH:11]=[CH:10][S:9][C:8]=2[C:7](=O)[CH2:6]1)([O-])=O.[H-].[H-].[H-].[H-].[Li+].[Al+3]. Product: [S:9]1[CH:10]=[CH:11][C:12]2[CH:5]([CH2:4][NH2:1])[CH2:6][CH2:7][C:8]1=2. The catalyst class is: 1. (5) Reactant: [S:1]([O:6]C)([O:4][CH3:5])(=[O:3])=[O:2].C([C:12]1[NH:13][CH:14]=[CH:15][N:16]=1)CCC.[CH2:17](O)[CH2:18][CH2:19][CH2:20][CH2:21][CH2:22][CH2:23][CH3:24]. Product: [CH2:5]([O:4][S:1]([O-:6])(=[O:3])=[O:2])[CH2:17][CH2:18][CH2:19][CH2:20][CH2:21][CH2:22][CH3:23].[CH2:21]([N+:16]1[CH:15]=[CH:14][N:13]([CH3:5])[CH:12]=1)[CH2:22][CH2:23][CH3:24]. The catalyst class is: 5.